Dataset: Reaction yield outcomes from USPTO patents with 853,638 reactions. Task: Predict the reaction yield, written as a fraction of the theoretical maximum amount of product (1.0 means a 100% yield; for example, 0.34 means a 34% yield). The reactants are [Cl:1][C:2]1[CH:3]=[C:4]([C@H:9]([NH:13][C:14](=[O:20])[O:15][C:16]([CH3:19])([CH3:18])[CH3:17])[CH2:10][CH2:11]I)[CH:5]=[CH:6][C:7]=1[Cl:8].[C-:21]#[N:22].[Na+].O. The catalyst is CS(C)=O. The product is [C:21]([CH2:11][CH2:10][C@@H:9]([NH:13][C:14](=[O:20])[O:15][C:16]([CH3:19])([CH3:18])[CH3:17])[C:4]1[CH:5]=[CH:6][C:7]([Cl:8])=[C:2]([Cl:1])[CH:3]=1)#[N:22]. The yield is 0.860.